This data is from Forward reaction prediction with 1.9M reactions from USPTO patents (1976-2016). The task is: Predict the product of the given reaction. (1) Given the reactants [F:1][C:2]1[CH:7]=[CH:6][C:5]([C:8]2[CH:13]=[CH:12][N:11]=[CH:10][C:9]=2[N:14]([CH3:31])[C:15](=[O:30])[C:16]2[CH:21]=[C:20]([C:22]([F:25])([F:24])[F:23])[CH:19]=[C:18](SCCO)[CH:17]=2)=[C:4]([O:32][CH3:33])[CH:3]=1.O[O:35][S:36]([O-:38])=O.[K+].[NH4+].[Cl-].[CH3:42][CH2:43][O:44]C(C)=O, predict the reaction product. The product is: [F:1][C:2]1[CH:7]=[CH:6][C:5]([C:8]2[CH:13]=[CH:12][N:11]=[CH:10][C:9]=2[N:14]([CH3:31])[C:15](=[O:30])[C:16]2[CH:21]=[C:20]([C:22]([F:23])([F:25])[F:24])[CH:19]=[C:18]([S:36]([CH2:42][CH2:43][OH:44])(=[O:38])=[O:35])[CH:17]=2)=[C:4]([O:32][CH3:33])[CH:3]=1. (2) Given the reactants C12BC(CCC1)CCC2.[CH3:10][C:11]1[CH:16]=[C:15]([N+:17]([O-:19])=[O:18])[CH:14]=[C:13]([CH3:20])[C:12]=1[N:21]1[CH:26]=[CH:25][CH:24]=[C:23]([CH:27]=[CH2:28])[C:22]1=[O:29].[OH-].[Na+].OO.S(=O)(O)[O-:35].[Na+], predict the reaction product. The product is: [CH3:10][C:11]1[CH:16]=[C:15]([N+:17]([O-:19])=[O:18])[CH:14]=[C:13]([CH3:20])[C:12]=1[N:21]1[CH:26]=[CH:25][CH:24]=[C:23]([CH2:27][CH2:28][OH:35])[C:22]1=[O:29]. (3) Given the reactants C(CCC(ONC([CH:13]1[CH2:18][CH2:17][CH2:16][N:15]([C:19]([O:21][C:22]([CH3:25])([CH3:24])[CH3:23])=[O:20])[CH2:14]1)=N)=O)(OC)=O.[C:26]([CH2:30][CH2:31][C:32]([O:34][NH:35][C:36](C1CCCCN1C(OC(C)(C)C)=O)=[NH:37])=[O:33])([O:28][CH3:29])=[O:27].C(CCC(ONC(C1CCCN1C(OC(C)(C)C)=O)=N)=O)(OC)=O.C(CCC(ONC(C1C=C(NC(=O)OC(C)(C)C)SC=1)=N)=O)(OC)=O.C(CCC(ONC(C1SC(NC(=O)OC(C)(C)C)=CC=1)=N)=O)(OC)=O.C(CCC(ONC(C1C=NN(C)C=1NC(=O)OC(C)(C)C)=N)=O)(OC)=O.C(CCC(ONC(C1NC=CC=1)=N)=O)(OC)=O.C(CCC(ONC(=N)C1C=CC=C(CO[Si](C(C)C)(C(C)C)C(C)C)C=1)=O)(OC)=O.C(CCC(ONC(=N)C1C=CC(CO[Si](C(C)C)(C(C)C)C(C)C)=CC=1)=O)(OC)=O.C(CCC(ONC(C1C=C(NC(=O)NCC(C)C)SC=1)=N)=O)(OC)=O.C(S(C1SC(N)=C(C(NOC(=O)CCC(OC)=O)=N)C=1)(=O)=O)C.ClCC(NOC(=O)CCC(OC)=O)=N.C(CCC(ONC(C1C(C)=NOC=1NC(=O)OC(C)(C)C)=N)=O)(OC)=O, predict the reaction product. The product is: [C:26]([CH2:30][CH2:31][C:32]([O:34][NH:35][C:36]([CH:18]1[CH2:13][CH2:14][N:15]([C:19]([O:21][C:22]([CH3:23])([CH3:24])[CH3:25])=[O:20])[CH2:16][CH2:17]1)=[NH:37])=[O:33])([O:28][CH3:29])=[O:27].